Dataset: Reaction yield outcomes from USPTO patents with 853,638 reactions. Task: Predict the reaction yield, written as a fraction of the theoretical maximum amount of product (1.0 means a 100% yield; for example, 0.34 means a 34% yield). (1) The reactants are [F:1][C:2]1[CH:7]=[CH:6][C:5]([F:8])=[CH:4][C:3]=1[C@H:9]1[CH2:13][CH2:12][CH2:11][N:10]1[C:14]1[CH:19]=[CH:18][N:17]2[N:20]=[CH:21][C:22]([NH2:23])=[C:16]2[N:15]=1.[Cl:24][C:25]1[N:30]=[C:29]([C:31](O)=[O:32])[CH:28]=[CH:27][CH:26]=1. No catalyst specified. The product is [Cl:24][C:25]1[N:30]=[C:29]([C:31]([NH:23][C:22]2[CH:21]=[N:20][N:17]3[CH:18]=[CH:19][C:14]([N:10]4[CH2:11][CH2:12][CH2:13][C@@H:9]4[C:3]4[CH:4]=[C:5]([F:8])[CH:6]=[CH:7][C:2]=4[F:1])=[N:15][C:16]=23)=[O:32])[CH:28]=[CH:27][CH:26]=1. The yield is 0.310. (2) The reactants are [H-].[Na+].[Cl:3][C:4]1[C:5]([NH2:10])=[N:6][O:7][C:8]=1[CH3:9].[CH2:11]([C:13]1[S:21][C:16]2=[N:17][CH:18]=[CH:19][CH:20]=[C:15]2[C:14]=1[S:22](Cl)(=[O:24])=[O:23])[CH3:12]. The catalyst is C1COCC1. The product is [Cl:3][C:4]1[C:5]([NH:10][S:22]([C:14]2[C:15]3[C:16](=[N:17][CH:18]=[CH:19][CH:20]=3)[S:21][C:13]=2[CH2:11][CH3:12])(=[O:24])=[O:23])=[N:6][O:7][C:8]=1[CH3:9]. The yield is 0.350. (3) The reactants are [S:1]1[CH:5]=[CH:4][CH:3]=[C:2]1[S:6]([N:9]([CH2:11][P:12](=[O:15])([OH:14])[OH:13])[CH3:10])(=[O:8])=[O:7].[N+:16]([C:19]1[CH:24]=[CH:23][C:22](O)=[CH:21][CH:20]=1)([O-:18])=[O:17]. No catalyst specified. The product is [NH4+:9].[N+:16]([C:19]1[CH:24]=[CH:23][C:22]([O:15][P:12]([CH2:11][N:9]([S:6]([C:2]2[S:1][CH:5]=[CH:4][CH:3]=2)(=[O:7])=[O:8])[CH3:10])(=[O:13])[O-:14])=[CH:21][CH:20]=1)([O-:18])=[O:17]. The yield is 0.430. (4) The reactants are [Cl:1][C:2]1[CH:3]=[C:4]([CH:21]=[CH:22][C:23]=1[NH:24][C:25]([NH:27][CH2:28][CH3:29])=[O:26])[O:5][C:6]1[C:15]2[C:10](=[CH:11][C:12]([O:19][CH3:20])=[C:13]([C:16]([OH:18])=O)[CH:14]=2)[N:9]=[CH:8][CH:7]=1.CN.CO.[CH2:34]([N:36](CC)CC)C.F[P-](F)(F)(F)(F)F.CN([PH+](N(C)C)N(C)C)C. The catalyst is CN(C)C=O.O.C(OCC)(=O)C. The product is [CH3:34][NH:36][C:16]([C:13]1[CH:14]=[C:15]2[C:10](=[CH:11][C:12]=1[O:19][CH3:20])[N:9]=[CH:8][CH:7]=[C:6]2[O:5][C:4]1[CH:21]=[CH:22][C:23]([NH:24][C:25]([NH:27][CH2:28][CH3:29])=[O:26])=[C:2]([Cl:1])[CH:3]=1)=[O:18]. The yield is 0.740.